This data is from Buchwald-Hartwig C-N cross coupling reaction yields with 55,370 reactions. The task is: Predict the reaction yield, written as a fraction of the theoretical maximum amount of product (1.0 means a 100% yield; for example, 0.34 means a 34% yield). (1) The reactants are Ic1cccnc1.Cc1ccc(N)cc1.O=S(=O)(O[Pd]1c2ccccc2-c2ccccc2N~1)C(F)(F)F.CC(C)c1cc(C(C)C)c(-c2ccccc2P(C(C)(C)C)C(C)(C)C)c(C(C)C)c1.CN1CCCN2CCCN=C12.Cc1ccon1. No catalyst specified. The product is Cc1ccc(Nc2cccnc2)cc1. The yield is 0.923. (2) The reactants are Ic1ccccn1.Cc1ccc(N)cc1.O=S(=O)(O[Pd]1c2ccccc2-c2ccccc2N~1)C(F)(F)F.CC(C)c1cc(C(C)C)c(-c2ccccc2P(C(C)(C)C)C(C)(C)C)c(C(C)C)c1.CN1CCCN2CCCN=C12.c1ccc2nocc2c1. No catalyst specified. The product is Cc1ccc(Nc2ccccn2)cc1. The yield is 0.805. (3) The product is Cc1ccc(Nc2cccnc2)cc1. The yield is 0.615. No catalyst specified. The reactants are Brc1cccnc1.Cc1ccc(N)cc1.O=S(=O)(O[Pd]1c2ccccc2-c2ccccc2N~1)C(F)(F)F.COc1ccc(OC)c(P([C@]23C[C@H]4C[C@H](C[C@H](C4)C2)C3)[C@]23C[C@H]4C[C@H](C[C@H](C4)C2)C3)c1-c1c(C(C)C)cc(C(C)C)cc1C(C)C.CN1CCCN2CCCN=C12.COC(=O)c1cc(-c2ccco2)on1. (4) The reactants are CCc1ccc(Cl)cc1.Cc1ccc(N)cc1.O=S(=O)(O[Pd]1c2ccccc2-c2ccccc2N~1)C(F)(F)F.CC(C)c1cc(C(C)C)c(-c2ccccc2P(C(C)(C)C)C(C)(C)C)c(C(C)C)c1.CN1CCCN2CCCN=C12.COC(=O)c1ccno1. No catalyst specified. The product is CCc1ccc(Nc2ccc(C)cc2)cc1. The yield is 0.161. (5) The reactants are COc1ccc(Br)cc1.Cc1ccc(N)cc1.O=S(=O)(O[Pd]1c2ccccc2-c2ccccc2N~1)C(F)(F)F.CC(C)c1cc(C(C)C)c(-c2ccccc2P(C2CCCCC2)C2CCCCC2)c(C(C)C)c1.CCN=P(N=P(N(C)C)(N(C)C)N(C)C)(N(C)C)N(C)C.CCOC(=O)c1cc(C)no1. No catalyst specified. The product is COc1ccc(Nc2ccc(C)cc2)cc1. The yield is 0.293.